Dataset: Forward reaction prediction with 1.9M reactions from USPTO patents (1976-2016). Task: Predict the product of the given reaction. (1) Given the reactants [CH3:1][C:2]1[CH:7]=[CH:6][C:5](B(O)O)=[CH:4][CH:3]=1.Br[C:12]1[S:20][C:19]2[C:18]([NH:21][C:22]3[CH:23]=[C:24]4[C:28](=[CH:29][CH:30]=3)[NH:27][CH:26]=[CH:25]4)=[N:17][CH:16]=[N:15][C:14]=2[CH:13]=1, predict the reaction product. The product is: [NH:27]1[C:28]2[C:24](=[CH:23][C:22]([NH:21][C:18]3[C:19]4[S:20][C:12]([C:5]5[CH:6]=[CH:7][C:2]([CH3:1])=[CH:3][CH:4]=5)=[CH:13][C:14]=4[N:15]=[CH:16][N:17]=3)=[CH:30][CH:29]=2)[CH:25]=[CH:26]1. (2) Given the reactants C(OC([NH:11][CH2:12][CH2:13][N:14]([CH2:29][CH2:30][NH:31]C(OCC1C=CC=CC=1)=O)[C:15]([CH2:17][O:18][CH2:19][CH2:20][O:21][CH2:22][CH2:23][O:24][CH2:25][C:26]([OH:28])=[O:27])=[O:16])=O)C1C=CC=CC=1.CC1C=C2N=C3C(=NC(NC3=O)=O)N(C[C@H](O)[C@H](O)[C@H](O)CO)C2=CC=1C.[H][H], predict the reaction product. The product is: [NH2:11][CH2:12][CH2:13][N:14]([CH2:29][CH2:30][NH2:31])[C:15]([CH2:17][O:18][CH2:19][CH2:20][O:21][CH2:22][CH2:23][O:24][CH2:25][C:26]([OH:28])=[O:27])=[O:16]. (3) Given the reactants [S:1]1[CH:5]=[C:4]([C:6]([O:8][C:9]([CH3:12])([CH3:11])[CH3:10])=[O:7])[N:3]=[C:2]1[C:13]([O:15]CC)=O.CO.[NH3:20], predict the reaction product. The product is: [C:13]([C:2]1[S:1][CH:5]=[C:4]([C:6]([O:8][C:9]([CH3:12])([CH3:11])[CH3:10])=[O:7])[N:3]=1)(=[O:15])[NH2:20]. (4) Given the reactants [CH2:1]([O:8][C@@H:9]1[C@H:16]2[C@H:12]([O:13]C(C)(C)[O:15]2)[C@@H:11]([CH2:19][O:20]C(C)(C)C)[C:10]1=[CH2:25])[C:2]1[CH:7]=[CH:6][CH:5]=[CH:4][CH:3]=1.Cl.C([O-])(O)=O.[Na+], predict the reaction product. The product is: [CH2:1]([O:8][C@H:9]1[C:10](=[CH2:25])[C@H:11]([CH2:19][OH:20])[C@H:12]([OH:13])[C@@H:16]1[OH:15])[C:2]1[CH:3]=[CH:4][CH:5]=[CH:6][CH:7]=1.